Dataset: Forward reaction prediction with 1.9M reactions from USPTO patents (1976-2016). Task: Predict the product of the given reaction. (1) Given the reactants [CH2:1]([NH2:8])[CH2:2][CH2:3][CH2:4][CH2:5][CH2:6][CH3:7].C([O:11][C:12]([C:14]1[S:15][C:16]([N:19]2[CH2:24][CH2:23][N:22]([C:25](=[O:36])[C:26]3[CH:31]=[CH:30][CH:29]=[CH:28][C:27]=3[C:32]([F:35])([F:34])[F:33])[CH2:21][CH2:20]2)=[N:17][N:18]=1)=O)C, predict the reaction product. The product is: [CH2:1]([NH:8][C:12]([C:14]1[S:15][C:16]([N:19]2[CH2:20][CH2:21][N:22]([C:25](=[O:36])[C:26]3[CH:31]=[CH:30][CH:29]=[CH:28][C:27]=3[C:32]([F:35])([F:34])[F:33])[CH2:23][CH2:24]2)=[N:17][N:18]=1)=[O:11])[CH2:2][CH2:3][CH2:4][CH2:5][CH2:6][CH3:7]. (2) Given the reactants [F:1][C:2]1[CH:7]=[CH:6][CH:5]=[CH:4][C:3]=1[N:8]=[C:9]=[O:10].[NH2:11][C:12]1[CH:17]=[CH:16][C:15]([C:18]2[CH:22]=[C:21]([C:23]([N:25]3[CH2:29][CH2:28][CH2:27][C@H:26]3[C:30]([O:32][CH3:33])=[O:31])=[O:24])[O:20][N:19]=2)=[CH:14][CH:13]=1, predict the reaction product. The product is: [F:1][C:2]1[CH:7]=[CH:6][CH:5]=[CH:4][C:3]=1[NH:8][C:9](=[O:10])[NH:11][C:12]1[CH:17]=[CH:16][C:15]([C:18]2[CH:22]=[C:21]([C:23]([N:25]3[CH2:29][CH2:28][CH2:27][C@H:26]3[C:30]([O:32][CH3:33])=[O:31])=[O:24])[O:20][N:19]=2)=[CH:14][CH:13]=1. (3) Given the reactants [Br:1][C:2]1[CH:7]=[C:6]([F:8])[CH:5]=[CH:4][C:3]=1[CH:9]1[C:14]([C:15]([O:17][CH2:18][CH3:19])=[O:16])=[C:13]([CH2:20]Br)[NH:12][C:11]([C:22]2[S:23][CH:24]=[CH:25][N:26]=2)=[N:10]1.Cl.[NH:28]1[CH2:33][CH2:32][O:31][CH2:30][CH:29]1[CH2:34][CH2:35][C:36]([OH:38])=[O:37], predict the reaction product. The product is: [Br:1][C:2]1[CH:7]=[C:6]([F:8])[CH:5]=[CH:4][C:3]=1[CH:9]1[N:10]=[C:11]([C:22]2[S:23][CH:24]=[CH:25][N:26]=2)[NH:12][C:13]([CH2:20][N:28]2[CH2:33][CH2:32][O:31][CH2:30][CH:29]2[CH2:34][CH2:35][C:36]([OH:38])=[O:37])=[C:14]1[C:15]([O:17][CH2:18][CH3:19])=[O:16].